This data is from Catalyst prediction with 721,799 reactions and 888 catalyst types from USPTO. The task is: Predict which catalyst facilitates the given reaction. (1) Reactant: CC1C=CC(C(O[C@H]([C@@H](OC(=O)C2C=CC(C)=CC=2)C(O)=O)C(O)=O)=O)=CC=1.[F:29][C:30]1[CH:31]=[CH:32][CH:33]=[C:34]2[C:39]=1[N:38]=[C:37]([N:40]1[CH2:45][CH2:44][N:43]([C:46]3[CH:51]=[CH:50][CH:49]=[C:48]([O:52][CH3:53])[CH:47]=3)[CH2:42][CH2:41]1)[N:36]([C:54]1[CH:59]=[C:58]([C:60]([F:63])([F:62])[F:61])[CH:57]=[CH:56][C:55]=1[O:64][CH3:65])[CH:35]2[CH2:66][C:67]([O:69]C)=[O:68].C(=O)(O)[O-].[Na+]. Product: [F:29][C:30]1[CH:31]=[CH:32][CH:33]=[C:34]2[C:39]=1[N:38]=[C:37]([N:40]1[CH2:41][CH2:42][N:43]([C:46]3[CH:51]=[CH:50][CH:49]=[C:48]([O:52][CH3:53])[CH:47]=3)[CH2:44][CH2:45]1)[N:36]([C:54]1[CH:59]=[C:58]([C:60]([F:63])([F:62])[F:61])[CH:57]=[CH:56][C:55]=1[O:64][CH3:65])[C@@H:35]2[CH2:66][C:67]([OH:69])=[O:68]. The catalyst class is: 13. (2) Reactant: [NH:1]1[CH:5]=[CH:4][N:3]=[C:2]1[C:6]([NH:8][C@@H:9]([CH3:13])[C:10]([OH:12])=O)=[O:7].[C:14]([O:18][C:19](=[O:27])[CH2:20][CH:21]([NH2:26])[CH:22]([OH:25])[CH2:23][F:24])([CH3:17])([CH3:16])[CH3:15].C(N(C(C)C)CC)(C)C.C1C=CC2N(O)N=NC=2C=1.CCN=C=NCCCN(C)C.Cl. Product: [C:14]([O:18][C:19](=[O:27])[CH2:20][CH:21]([NH:26][C:10](=[O:12])[CH:9]([NH:8][C:6]([C:2]1[NH:1][CH:5]=[CH:4][N:3]=1)=[O:7])[CH3:13])[CH:22]([OH:25])[CH2:23][F:24])([CH3:17])([CH3:15])[CH3:16]. The catalyst class is: 230. (3) Reactant: Cl[C:2]1[C:11]2[C:6](=[CH:7][C:8]([Cl:12])=[CH:9][CH:10]=2)[N:5]=[C:4]([CH3:13])[CH:3]=1.Cl[C:15]1[CH:24]=[C:23]2[C:18](C(N3CCNCC3)=CC(C)=[N:22]2)=[CH:17][CH:16]=1.C(O[C:37]([N:39]1[CH2:44][CH2:43][NH:42][CH2:41][CH2:40]1)=[O:38])(C)(C)C.[F:45]C(F)(F)C(O)=O. Product: [Cl:12][C:8]1[CH:7]=[C:6]2[C:11]([C:2]([N:42]3[CH2:41][CH2:40][N:39]([C:37]([NH:22][C:23]4[CH:18]=[CH:17][C:16]([F:45])=[CH:15][CH:24]=4)=[O:38])[CH2:44][CH2:43]3)=[CH:3][C:4]([CH3:13])=[N:5]2)=[CH:10][CH:9]=1. The catalyst class is: 2. (4) Reactant: N1CCCCC1.[OH:7][C:8]1[CH:9]=[C:10]([CH:13]=[CH:14][C:15]=1[OH:16])[CH:11]=O.C([CH2:20][C:21]([NH:23][C:24]1[CH:32]=[CH:31][CH:30]=[CH:29][C:25]=1[C:26]([OH:28])=[O:27])=[O:22])(O)=O.Cl. Product: [OH:7][C:8]1[CH:9]=[C:10](/[CH:11]=[CH:20]/[C:21]([NH:23][C:24]2[CH:32]=[CH:31][CH:30]=[CH:29][C:25]=2[C:26]([OH:28])=[O:27])=[O:22])[CH:13]=[CH:14][C:15]=1[OH:16]. The catalyst class is: 11. (5) Product: [Cl:1][C:2]1[CH:3]=[C:4]2[C:9](=[CH:10][CH:11]=1)[N:8]=[C:7]([C:12]([NH:14][C@H:15]1[CH2:19][CH2:18][NH:17][CH2:16]1)=[O:13])[N:6]=[CH:5]2. The catalyst class is: 12. Reactant: [Cl:1][C:2]1[CH:3]=[C:4]2[C:9](=[CH:10][CH:11]=1)[N:8]=[C:7]([C:12]([NH:14][C@H:15]1[CH2:19][CH2:18][N:17](C(OC(C)(C)C)=O)[CH2:16]1)=[O:13])[N:6]=[CH:5]2.Cl. (6) Reactant: [CH3:1][C:2]1[CH:3]=[CH:4][C:5]([S:9][C:10]2[CH:11]=[CH:12][CH:13]=[CH:14][C:15]=2[N:16]2[CH2:21][CH2:20][NH:19][CH2:18][CH2:17]2)=[C:6]([CH3:8])[CH:7]=1.Br.C. Product: [CH3:1][C:2]1[CH:3]=[CH:4][C:5]([S:9][C:10]2[CH:11]=[CH:12][CH:13]=[CH:14][C:15]=2[N:16]2[CH2:17][CH2:18][NH:19][CH2:20][CH2:21]2)=[C:6]([CH3:8])[CH:7]=1. The catalyst class is: 6.